This data is from Reaction yield outcomes from USPTO patents with 853,638 reactions. The task is: Predict the reaction yield, written as a fraction of the theoretical maximum amount of product (1.0 means a 100% yield; for example, 0.34 means a 34% yield). The reactants are C1CCC(N=C=NC2CCCCC2)CC1.[CH3:16][O:17][C:18]1[CH:26]=[CH:25][C:24]([O:27][CH3:28])=[CH:23][C:19]=1[C:20](O)=O.[CH3:29][NH:30][NH2:31].COC1C=CC(P2(SP(C3C=CC(OC)=CC=3)(=S)S2)=[S:41])=CC=1. The catalyst is CN(C1C=CN=CC=1)C.C(Cl)Cl.C(OCC)(=O)C. The product is [CH3:29][N:30]([C:20](=[S:41])[C:19]1[CH:23]=[C:24]([O:27][CH3:28])[CH:25]=[CH:26][C:18]=1[O:17][CH3:16])[NH2:31]. The yield is 0.820.